This data is from Retrosynthesis with 50K atom-mapped reactions and 10 reaction types from USPTO. The task is: Predict the reactants needed to synthesize the given product. Given the product Nc1cnc(-c2ccc(Cl)c(OCc3ccccc3)c2F)cn1, predict the reactants needed to synthesize it. The reactants are: Nc1cnc(Br)cn1.OB(O)c1ccc(Cl)c(OCc2ccccc2)c1F.